This data is from Peptide-MHC class II binding affinity with 134,281 pairs from IEDB. The task is: Regression. Given a peptide amino acid sequence and an MHC pseudo amino acid sequence, predict their binding affinity value. This is MHC class II binding data. (1) The peptide sequence is EKKYFAATQFEPLAV. The MHC is HLA-DPA10103-DPB10401 with pseudo-sequence HLA-DPA10103-DPB10401. The binding affinity (normalized) is 0.928. (2) The peptide sequence is LSRNSTHEMYYVSGA. The MHC is DRB1_0901 with pseudo-sequence DRB1_0901. The binding affinity (normalized) is 0.558. (3) The peptide sequence is PVVHFFKNIVTPRTPPY. The MHC is HLA-DQA10301-DQB10302 with pseudo-sequence HLA-DQA10301-DQB10302. The binding affinity (normalized) is 0.0361. (4) The peptide sequence is TSLLISWGHYPLHLR. The MHC is DRB1_1001 with pseudo-sequence DRB1_1001. The binding affinity (normalized) is 0.412. (5) The peptide sequence is TKDSPRASLIPDATH. The MHC is DRB1_0101 with pseudo-sequence DRB1_0101. The binding affinity (normalized) is 0.139. (6) The MHC is DRB1_0401 with pseudo-sequence DRB1_0401. The binding affinity (normalized) is 0.131. The peptide sequence is ATERFRWLLIDLLRE.